Dataset: Forward reaction prediction with 1.9M reactions from USPTO patents (1976-2016). Task: Predict the product of the given reaction. (1) Given the reactants [C:1]1([CH:7]([C:11]2[CH:16]=[CH:15][CH:14]=[CH:13][CH:12]=2)[C:8]([OH:10])=[O:9])[CH:6]=[CH:5][CH:4]=[CH:3][CH:2]=1.S(=O)(=O)(O)O.[C:22]([O-])(O)=O.[Na+], predict the reaction product. The product is: [C:1]1([CH:7]([C:11]2[CH:16]=[CH:15][CH:14]=[CH:13][CH:12]=2)[C:8]([O:10][CH3:22])=[O:9])[CH:2]=[CH:3][CH:4]=[CH:5][CH:6]=1. (2) Given the reactants [NH2:1][C:2]1[CH:3]=[N:4][CH:5]=[CH:6][CH:7]=1.[C:8](O[C:8]([O:10][C:11]([CH3:14])([CH3:13])[CH3:12])=[O:9])([O:10][C:11]([CH3:14])([CH3:13])[CH3:12])=[O:9], predict the reaction product. The product is: [C:11]([O:10][C:8](=[O:9])[NH:1][C:2]1[CH:3]=[N:4][CH:5]=[CH:6][CH:7]=1)([CH3:14])([CH3:13])[CH3:12]. (3) Given the reactants [F:1][C:2]([F:31])([F:30])[C:3]([CH:18]=[N:19][C:20]1[C:28]([CH3:29])=[CH:27][CH:26]=[C:25]2[C:21]=1[CH:22]=[N:23][NH:24]2)([OH:17])[CH2:4][C:5]([C:8]1[CH:13]=[CH:12][CH:11]=[C:10]([F:14])[C:9]=1[O:15]C)([CH3:7])[CH3:6].B(Br)(Br)Br.C(=O)(O)[O-].[Na+].C(OCC)(=O)C, predict the reaction product. The product is: [CH3:29][C:28]1[C:20]([NH:19][CH:18]2[C:13]3[CH:12]=[CH:11][C:10]([F:14])=[C:9]([OH:15])[C:8]=3[C:5]([CH3:6])([CH3:7])[CH2:4][C:3]2([C:2]([F:31])([F:30])[F:1])[OH:17])=[C:21]2[C:25](=[CH:26][CH:27]=1)[NH:24][N:23]=[CH:22]2. (4) The product is: [N:17]1[C:18]2[C:13](=[CH:12][C:11]([CH2:10][CH:5]([C:4]([OH:21])=[O:3])[NH2:6])=[CH:20][CH:19]=2)[CH:14]=[CH:15][CH:16]=1. Given the reactants C([O:3][C:4](=[O:21])[CH:5]([CH2:10][C:11]1[CH:12]=[C:13]2[C:18](=[CH:19][CH:20]=1)[N:17]=[CH:16][CH:15]=[CH:14]2)[NH:6]C(=O)C)C, predict the reaction product. (5) Given the reactants [F:1][C:2]1[CH:3]=[CH:4][C:5]([C:8]2[C:12]([CH2:13][CH2:14][C:15]3[S:16][C:17]([C:21]([OH:23])=O)=[C:18]([CH3:20])[N:19]=3)=[C:11]([CH3:24])[O:10][N:9]=2)=[N:6][CH:7]=1.[NH:25]1[CH2:30][CH2:29][S:28][CH2:27][CH2:26]1, predict the reaction product. The product is: [F:1][C:2]1[CH:3]=[CH:4][C:5]([C:8]2[C:12]([CH2:13][CH2:14][C:15]3[S:16][C:17]([C:21]([N:25]4[CH2:30][CH2:29][S:28][CH2:27][CH2:26]4)=[O:23])=[C:18]([CH3:20])[N:19]=3)=[C:11]([CH3:24])[O:10][N:9]=2)=[N:6][CH:7]=1. (6) Given the reactants [Br:1][C:2]1[CH:7]=[CH:6][C:5]([OH:8])=[CH:4][C:3]=1[O:9][CH3:10].[H-].[Na+].[CH:13]([Si:16](Cl)([CH:20]([CH3:22])[CH3:21])[CH:17]([CH3:19])[CH3:18])([CH3:15])[CH3:14].C1([O-])C=CC=CC=1, predict the reaction product. The product is: [Br:1][C:2]1[CH:7]=[CH:6][C:5]([O:8][Si:16]([CH:20]([CH3:22])[CH3:21])([CH:17]([CH3:19])[CH3:18])[CH:13]([CH3:15])[CH3:14])=[CH:4][C:3]=1[O:9][CH3:10].